This data is from NCI-60 drug combinations with 297,098 pairs across 59 cell lines. The task is: Regression. Given two drug SMILES strings and cell line genomic features, predict the synergy score measuring deviation from expected non-interaction effect. Drug 1: C1=NC2=C(N=C(N=C2N1C3C(C(C(O3)CO)O)F)Cl)N. Drug 2: COC1=C2C(=CC3=C1OC=C3)C=CC(=O)O2. Cell line: NCI/ADR-RES. Synergy scores: CSS=46.2, Synergy_ZIP=-0.779, Synergy_Bliss=-5.66, Synergy_Loewe=-65.3, Synergy_HSA=-7.28.